This data is from Reaction yield outcomes from USPTO patents with 853,638 reactions. The task is: Predict the reaction yield, written as a fraction of the theoretical maximum amount of product (1.0 means a 100% yield; for example, 0.34 means a 34% yield). The reactants are [F:1][CH:2]([F:11])[P:3]([O:8][CH2:9][CH3:10])(=[O:7])[O:4][CH2:5][CH3:6].[CH2:12](Br)[CH2:13][CH2:14][CH2:15][CH2:16][CH2:17][CH2:18][CH2:19][CH2:20][CH2:21][CH2:22][CH2:23][CH2:24][CH3:25]. The catalyst is C1COCC1. The product is [CH2:5]([O:4][P:3]([C:2]([F:1])([F:11])[CH2:25][CH2:24][CH2:23][CH2:22][CH2:21][CH2:20][CH2:19][CH2:18][CH2:17][CH2:16][CH2:15][CH2:14][CH2:13][CH3:12])(=[O:7])[O:8][CH2:9][CH3:10])[CH3:6]. The yield is 0.400.